This data is from Full USPTO retrosynthesis dataset with 1.9M reactions from patents (1976-2016). The task is: Predict the reactants needed to synthesize the given product. (1) Given the product [Cl:18][CH:19]([CH3:23])[C:20]([NH:1][C:2]1[CH:16]=[CH:15][CH:14]=[C:13]([F:17])[C:3]=1[C:4]([NH:6][C:7]1[CH:12]=[CH:11][CH:10]=[CH:9][CH:8]=1)=[O:5])=[O:21], predict the reactants needed to synthesize it. The reactants are: [NH2:1][C:2]1[CH:16]=[CH:15][CH:14]=[C:13]([F:17])[C:3]=1[C:4]([NH:6][C:7]1[CH:12]=[CH:11][CH:10]=[CH:9][CH:8]=1)=[O:5].[Cl:18][CH:19]([CH3:23])[C:20](Cl)=[O:21]. (2) Given the product [CH3:15][O:14][CH2:13][C:12]([NH:11][CH2:10][C@H:9]([NH:8][C:4]1[CH:5]=[N:6][CH:7]=[C:2]([C:30]2[CH:31]=[C:32]3[C:27](=[CH:28][CH:29]=2)[NH:26][N:25]=[C:24]3[CH3:23])[CH:3]=1)[C:17]1[CH:22]=[CH:21][CH:20]=[CH:19][CH:18]=1)=[O:16], predict the reactants needed to synthesize it. The reactants are: Br[C:2]1[CH:3]=[C:4]([NH:8][C@H:9]([C:17]2[CH:22]=[CH:21][CH:20]=[CH:19][CH:18]=2)[CH2:10][NH:11][C:12](=[O:16])[CH2:13][O:14][CH3:15])[CH:5]=[N:6][CH:7]=1.[CH3:23][C:24]1[C:32]2[C:27](=[CH:28][CH:29]=[C:30](B3OC(C)(C)C(C)(C)O3)[CH:31]=2)[NH:26][N:25]=1.C([O-])([O-])=O.[K+].[K+]. (3) The reactants are: Br[C:2]1[CH:3]=[C:4]([CH2:8][CH2:9][OH:10])[CH:5]=[CH:6][CH:7]=1.CN(C)CCN(C)C.C([Li])CCC.CN(C)[CH:26]=[O:27]. Given the product [OH:10][CH2:9][CH2:8][C:4]1[CH:3]=[C:2]([CH:7]=[CH:6][CH:5]=1)[CH:26]=[O:27], predict the reactants needed to synthesize it. (4) Given the product [CH:33]1([CH2:37][O:36][C:4]2[N:12]=[C:11]([C:13]#[N:14])[N:10]=[C:9]3[C:5]=2[N:6]([CH2:22][C:23]2[CH:28]=[CH:27][C:26]([C:29]([F:32])([F:31])[F:30])=[CH:25][CH:24]=2)[C:7]([C:15]2[CH:20]=[CH:19][CH:18]=[C:17]([CH3:21])[CH:16]=2)=[N:8]3)[CH2:34][CH2:35]1, predict the reactants needed to synthesize it. The reactants are: [H-].[Na+].Cl[C:4]1[N:12]=[C:11]([C:13]#[N:14])[N:10]=[C:9]2[C:5]=1[N:6]([CH2:22][C:23]1[CH:28]=[CH:27][C:26]([C:29]([F:32])([F:31])[F:30])=[CH:25][CH:24]=1)[C:7]([C:15]1[CH:20]=[CH:19][CH:18]=[C:17]([CH3:21])[CH:16]=1)=[N:8]2.[CH2:33]1[CH2:37][O:36][CH2:35][CH2:34]1. (5) Given the product [C:29]([O:33][C:34](=[O:35])[NH:36][C@H:37]([C:38]([N:20]1[CH2:21][CH2:22][C:23]2[C:28](=[CH:27][CH:26]=[CH:25][CH:24]=2)[C@H:19]1[C:17](=[O:18])[NH:16][C:10]1[C:11]([F:15])=[CH:12][CH:13]=[CH:14][C:9]=1[Cl:8])=[O:39])[CH:41]([CH3:42])[CH3:43])([CH3:30])([CH3:32])[CH3:31], predict the reactants needed to synthesize it. The reactants are: FC(F)(F)C(O)=O.[Cl:8][C:9]1[CH:14]=[CH:13][CH:12]=[C:11]([F:15])[C:10]=1[NH:16][C:17]([C@@H:19]1[C:28]2[C:23](=[CH:24][CH:25]=[CH:26][CH:27]=2)[CH2:22][CH2:21][NH:20]1)=[O:18].[C:29]([O:33][C:34]([NH:36][C@@H:37]([CH:41]([CH3:43])[CH3:42])[C:38](O)=[O:39])=[O:35])([CH3:32])([CH3:31])[CH3:30].CN(C(ON1N=NC2C=CC=NC1=2)=[N+](C)C)C.F[P-](F)(F)(F)(F)F.CCN(C(C)C)C(C)C. (6) The reactants are: Cl.[CH3:2][O:3][NH2:4].[OH-].[Na+].CON.FC(F)(F)S(O[C@H:16]([CH3:21])[C:17]([O:19][CH3:20])=[O:18])(=O)=O. Given the product [CH3:2][O:3][NH:4][C@@H:16]([CH3:21])[C:17]([O:19][CH3:20])=[O:18], predict the reactants needed to synthesize it. (7) Given the product [OH:19][C:15]1[CH:14]=[C:13]2[C:18](=[CH:17][CH:16]=1)[N:10]([CH2:9][C:8]1[CH:28]=[CH:29][C:5]([O:4][CH2:3][CH2:2][N:1]3[C:35](=[O:36])[CH2:34][CH2:33][CH2:32][CH2:31][C:30]3=[O:37])=[CH:6][CH:7]=1)[C:11]([C:21]1[CH:22]=[CH:23][C:24]([OH:27])=[CH:25][CH:26]=1)=[C:12]2[CH3:20], predict the reactants needed to synthesize it. The reactants are: [NH2:1][CH2:2][CH2:3][O:4][C:5]1[CH:29]=[CH:28][C:8]([CH2:9][N:10]2[C:18]3[C:13](=[CH:14][C:15]([OH:19])=[CH:16][CH:17]=3)[C:12]([CH3:20])=[C:11]2[C:21]2[CH:26]=[CH:25][C:24]([OH:27])=[CH:23][CH:22]=2)=[CH:7][CH:6]=1.[C:30]1(=O)[O:37][C:35](=[O:36])[CH2:34][CH2:33][CH2:32][CH2:31]1.CO. (8) The reactants are: [CH3:1][O:2][C:3](=[O:15])[C:4]1[CH:9]=[CH:8][C:7]([CH:10]=O)=[C:6]([N+]([O-])=O)[CH:5]=1.[CH2:16]([O:18][C:19](=[O:22])[CH2:20][SH:21])[CH3:17].C(=O)([O-])[O-].[K+].[K+]. Given the product [CH3:1][O:2][C:3]([C:4]1[CH:9]=[CH:8][C:7]2[CH:10]=[C:20]([C:19]([O:18][CH2:16][CH3:17])=[O:22])[S:21][C:6]=2[CH:5]=1)=[O:15], predict the reactants needed to synthesize it. (9) Given the product [N:6]1[CH:7]=[CH:8][CH:9]=[C:4]([CH2:3][N:34]2[C:33]3[C:37]4[C:20]5([C:21]6[C:26](=[CH:25][CH:24]=[CH:23][CH:22]=6)[NH:18][C:19]5=[O:38])[CH2:27][O:28][C:29]=4[CH:30]=[CH:31][C:32]=3[NH:36][O:35]2)[CH:5]=1, predict the reactants needed to synthesize it. The reactants are: Br.Br[CH2:3][C:4]1[CH:5]=[N:6][CH:7]=[CH:8][CH:9]=1.BrCC1CCCCO1.[NH:18]1[C:26]2[C:21](=[CH:22][CH:23]=[CH:24][CH:25]=2)[C:20]2([C:37]3[C:33]4=[N:34][O:35][N:36]=[C:32]4[CH:31]=[CH:30][C:29]=3[O:28][CH2:27]2)[C:19]1=[O:38].